Dataset: Reaction yield outcomes from USPTO patents with 853,638 reactions. Task: Predict the reaction yield, written as a fraction of the theoretical maximum amount of product (1.0 means a 100% yield; for example, 0.34 means a 34% yield). (1) The reactants are C(N(CC)CC)C.[C:8]([N:11]1[C:20]2[C:15](=[C:16]([OH:39])[C:17]([C:21]3[CH:22]=[N:23][N:24]([CH:26]4[CH2:31][CH2:30][N:29]([C:32]([O:34][C:35]([CH3:38])([CH3:37])[CH3:36])=[O:33])[CH2:28][CH2:27]4)[CH:25]=3)=[CH:18][CH:19]=2)[CH2:14][CH2:13][C@@H:12]1[CH3:40])(=[O:10])[CH3:9].ClC1C=CC(N([S:49]([C:52]([F:55])([F:54])[F:53])(=[O:51])=[O:50])[S:49]([C:52]([F:55])([F:54])[F:53])(=[O:51])=[O:50])=NC=1. The catalyst is CN(C)C1C=CN=CC=1.ClCCl. The product is [C:8]([N:11]1[C:20]2[C:15](=[C:16]([O:39][S:49]([C:52]([F:55])([F:54])[F:53])(=[O:51])=[O:50])[C:17]([C:21]3[CH:22]=[N:23][N:24]([CH:26]4[CH2:31][CH2:30][N:29]([C:32]([O:34][C:35]([CH3:38])([CH3:37])[CH3:36])=[O:33])[CH2:28][CH2:27]4)[CH:25]=3)=[CH:18][CH:19]=2)[CH2:14][CH2:13][C@@H:12]1[CH3:40])(=[O:10])[CH3:9]. The yield is 1.00. (2) The reactants are [F:1][C:2]1[CH:16]=[CH:15][C:5]([CH2:6][C:7]2[N:12]=[C:11]([C:13]#N)[CH:10]=[CH:9][CH:8]=2)=[CH:4][CH:3]=1.[OH-:17].[Na+].[OH2:19]. No catalyst specified. The product is [F:1][C:2]1[CH:16]=[CH:15][C:5]([CH2:6][C:7]2[N:12]=[C:11]([C:13]([OH:19])=[O:17])[CH:10]=[CH:9][CH:8]=2)=[CH:4][CH:3]=1. The yield is 0.800. (3) The reactants are [Na+].[Cl:2][C:3]1[CH:4]=[C:5]([C:9]2[N:10]=[C:11]3[CH:16]=[C:15]([C:17]([O-:19])=O)[CH:14]=[CH:13][N:12]3[CH:20]=2)[CH:6]=[CH:7][CH:8]=1.C(Cl)CCl.C1[CH:26]=[CH:27][C:28]2N(O)N=[N:31][C:29]=2C=1.[O:35]1CCC[CH2:37][CH:36]1CN.C(N(CC)CC)C. The catalyst is CN(C=O)C. The product is [O:35]1[CH2:26][CH2:27][CH:28]([CH2:29][NH:31][C:17]([C:15]2[CH:14]=[CH:13][N:12]3[CH:20]=[C:9]([C:5]4[CH:6]=[CH:7][CH:8]=[C:3]([Cl:2])[CH:4]=4)[N:10]=[C:11]3[CH:16]=2)=[O:19])[CH2:37][CH2:36]1. The yield is 0.650. (4) The catalyst is CO. The reactants are [Cl:1][C:2]1[C:10]([O:11][CH2:12][CH2:13][CH2:14][NH:15]C(OC(C)(C)C)=O)=[CH:9][C:8]([I:23])=[C:7]2[C:3]=1[CH2:4][NH:5][C:6]2=[O:24].Cl.CO.C(OC(C)C)(C)C. The product is [ClH:1].[Cl:1][C:2]1[C:10]([O:11][CH2:12][CH2:13][CH2:14][NH2:15])=[CH:9][C:8]([I:23])=[C:7]2[C:3]=1[CH2:4][NH:5][C:6]2=[O:24]. The yield is 0.960. (5) The reactants are [CH2:1]([NH:8][CH:9]([CH3:13])[CH2:10][CH2:11][OH:12])[C:2]1[CH:7]=[CH:6][CH:5]=[CH:4][CH:3]=1.C(N(CC)CC)C.Cl[CH2:22][C:23](Cl)=[O:24].Cl.[OH-].[K+]. The catalyst is ClCCl.O. The product is [CH2:1]([N:8]1[CH:9]([CH3:13])[CH2:10][CH2:11][O:12][CH2:22][C:23]1=[O:24])[C:2]1[CH:7]=[CH:6][CH:5]=[CH:4][CH:3]=1. The yield is 0.520.